This data is from Full USPTO retrosynthesis dataset with 1.9M reactions from patents (1976-2016). The task is: Predict the reactants needed to synthesize the given product. (1) The reactants are: [Cl:1][C:2]1[N:7]=[C:6](Cl)[C:5]([I:9])=[CH:4][N:3]=1.C(N(CC)CC)C.[NH2:17][C@H:18]([CH:21]([CH3:23])[CH3:22])[CH2:19][OH:20]. Given the product [Cl:1][C:2]1[N:7]=[C:6]([NH:17][C@H:18]([CH:21]([CH3:23])[CH3:22])[CH2:19][OH:20])[C:5]([I:9])=[CH:4][N:3]=1, predict the reactants needed to synthesize it. (2) Given the product [Cl-:1].[Cl-:1].[C:2]1([CH3:3])[CH:11]=[CH:10][CH:15]=[CH:14][C:13]=1[P:16]([C:24]1[CH:25]=[CH:26][CH:27]=[CH:28][C:29]=1[CH3:38])[C:32]1[CH:33]=[CH:34][CH:35]=[CH:36][C:31]=1[CH3:37], predict the reactants needed to synthesize it. The reactants are: [Cl:1][C:2](Cl)(Cl)[C:3](Cl)(Cl)Cl.C[C:10]1[CH:15]=[CH:14][C:13]([P:16]([C:24]2[CH:29]=[CH:28][C:27](C)=[CH:26][CH:25]=2)C2C=CC(C)=CC=2)=C[CH:11]=1.[C:31]1([CH3:37])[CH:36]=[CH:35][CH:34]=[CH:33][CH:32]=1.[C:38](#N)C. (3) Given the product [ClH:1].[OH:35][C@H:34]([C:25]1[CH:26]=[CH:27][C:28]2[C:29](=[O:33])[O:30][CH2:31][C:32]=2[C:24]=1[CH3:23])[CH2:36][N:13]1[CH2:12][CH:11]2[CH:15]([CH:10]2[C:8]([NH:7][C:6]2[S:2][N:3]=[CH:4][CH:5]=2)=[O:9])[CH2:14]1, predict the reactants needed to synthesize it. The reactants are: [ClH:1].[S:2]1[C:6]([NH:7][C:8]([CH:10]2[CH:15]3[CH:11]2[CH2:12][NH:13][CH2:14]3)=[O:9])=[CH:5][CH:4]=[N:3]1.C(N(CC)CC)C.[CH3:23][C:24]1[C:32]2[CH2:31][O:30][C:29](=[O:33])[C:28]=2[CH:27]=[CH:26][C:25]=1[C@@H:34]1[CH2:36][O:35]1. (4) Given the product [NH2:12][CH:10]1[CH2:11][N:8]([C:6]([C:5]2[CH:20]=[CH:21][C:2]([Br:1])=[CH:3][CH:4]=2)=[O:7])[CH2:9]1, predict the reactants needed to synthesize it. The reactants are: [Br:1][C:2]1[CH:21]=[CH:20][C:5]([C:6]([N:8]2[CH2:11][CH:10]([NH:12]C(=O)OC(C)(C)C)[CH2:9]2)=[O:7])=[CH:4][CH:3]=1.FC(F)(F)C(O)=O. (5) Given the product [CH2:12]([O:11][C:9](=[O:10])[CH2:8][CH2:7][CH:4]1[CH2:5][CH2:6][N:1]([C:15]2[CH2:29][C:18]3([CH2:19][N:20]([C:22]([O:24][C:25]([CH3:27])([CH3:26])[CH3:28])=[O:23])[CH2:21]3)[O:17][N:16]=2)[CH2:2][CH2:3]1)[CH3:13], predict the reactants needed to synthesize it. The reactants are: [NH:1]1[CH2:6][CH2:5][CH:4]([CH2:7][CH2:8][C:9]([O:11][CH2:12][CH3:13])=[O:10])[CH2:3][CH2:2]1.Br[C:15]1[CH2:29][C:18]2([CH2:21][N:20]([C:22]([O:24][C:25]([CH3:28])([CH3:27])[CH3:26])=[O:23])[CH2:19]2)[O:17][N:16]=1.